From a dataset of Reaction yield outcomes from USPTO patents with 853,638 reactions. Predict the reaction yield, written as a fraction of the theoretical maximum amount of product (1.0 means a 100% yield; for example, 0.34 means a 34% yield). (1) The reactants are [F:1][C:2]([F:38])([F:37])[C:3]1[CH:4]=[C:5]([CH:34]=[CH:35][CH:36]=1)[C:6]([NH:8][C:9]1[CH:10]=[C:11]([CH:31]=[CH:32][CH:33]=1)[O:12][C:13]1[CH:14]=[CH:15][C:16]2[N:17]([CH:19]=[C:20]([NH:22][C:23](=[O:30])OCC(Cl)(Cl)Cl)[N:21]=2)[N:18]=1)=[O:7].[CH3:39][N:40]1[CH2:45][CH2:44][NH:43][CH2:42][CH2:41]1.C(N(C(C)C)C(C)C)(C)C. The catalyst is CS(C)=O. The product is [CH3:39][N:40]1[CH2:45][CH2:44][N:43]([C:23]([NH:22][C:20]2[N:21]=[C:16]3[CH:15]=[CH:14][C:13]([O:12][C:11]4[CH:31]=[CH:32][CH:33]=[C:9]([NH:8][C:6](=[O:7])[C:5]5[CH:34]=[CH:35][CH:36]=[C:3]([C:2]([F:38])([F:37])[F:1])[CH:4]=5)[CH:10]=4)=[N:18][N:17]3[CH:19]=2)=[O:30])[CH2:42][CH2:41]1. The yield is 0.500. (2) The reactants are Br[C:2]1[S:6][N:5]=[C:4]([CH3:7])[CH:3]=1.C([Mg]Cl)(C)C.I[C:14]1[CH:15]=[CH:16][C:17]2[N:18]([C:20]([CH2:23][C:24]3[CH:25]=[C:26]4[C:31](=[CH:32][CH:33]=3)[N:30]=[CH:29][C:28]([O:34][CH3:35])=[CH:27]4)=[N:21][N:22]=2)[N:19]=1.C1(P(C2C=CC=CC=2)C2C3OC4C(=CC=CC=4P(C4C=CC=CC=4)C4C=CC=CC=4)C(C)(C)C=3C=CC=2)C=CC=CC=1. The catalyst is C1COCC1.[Cl-].[Zn+2].[Cl-].[O-]S([O-])(=O)=O.[Zn+2].CC([O-])=O.CC([O-])=O.[Pd+2]. The product is [CH3:35][O:34][C:28]1[CH:29]=[N:30][C:31]2[C:26]([CH:27]=1)=[CH:25][C:24]([CH2:23][C:20]1[N:18]3[N:19]=[C:14]([C:2]4[S:6][N:5]=[C:4]([CH3:7])[CH:3]=4)[CH:15]=[CH:16][C:17]3=[N:22][N:21]=1)=[CH:33][CH:32]=2. The yield is 0.0160.